This data is from Reaction yield outcomes from USPTO patents with 853,638 reactions. The task is: Predict the reaction yield, written as a fraction of the theoretical maximum amount of product (1.0 means a 100% yield; for example, 0.34 means a 34% yield). (1) The reactants are [CH2:1]([O:3][C:4]([C:6]1[C:7]([CH2:18][OH:19])=[C:8]2[C:13](Cl)=[C:12]([C:15]#[N:16])[CH:11]=[N:10][N:9]2[CH:17]=1)=[O:5])[CH3:2].[O:20]([C:27]1[CH:33]=[CH:32][C:30]([NH2:31])=[CH:29][CH:28]=1)[C:21]1[CH:26]=[CH:25][CH:24]=[CH:23][CH:22]=1.C(N(CC)CC)C. The catalyst is C1COCC1. The product is [CH2:1]([O:3][C:4]([C:6]1[C:7]([CH2:18][OH:19])=[C:8]2[C:13]([NH:31][C:30]3[CH:29]=[CH:28][C:27]([O:20][C:21]4[CH:26]=[CH:25][CH:24]=[CH:23][CH:22]=4)=[CH:33][CH:32]=3)=[C:12]([C:15]#[N:16])[CH:11]=[N:10][N:9]2[CH:17]=1)=[O:5])[CH3:2]. The yield is 0.920. (2) The reactants are COC1C2C(C3C=CC=CC=3)=C(C3C=CC(C4(N)CCC4)=CC=3)OC=2N=C(N2CCOCC2)N=1.[OH:35][CH2:36][CH2:37][O:38][C:39]1[N:40]=[C:41]([O:72][CH3:73])[C:42]2[C:47]([C:48]3[CH:53]=[CH:52][CH:51]=[CH:50][CH:49]=3)=[C:46]([C:54]3[CH:59]=[CH:58][C:57]([C:60]4([NH:64]C(=O)OC(C)(C)C)[CH2:63][CH2:62][CH2:61]4)=[CH:56][CH:55]=3)[O:45][C:43]=2[N:44]=1. No catalyst specified. The product is [NH2:64][C:60]1([C:57]2[CH:58]=[CH:59][C:54]([C:46]3[O:45][C:43]4[N:44]=[C:39]([O:38][CH2:37][CH2:36][OH:35])[N:40]=[C:41]([O:72][CH3:73])[C:42]=4[C:47]=3[C:48]3[CH:49]=[CH:50][CH:51]=[CH:52][CH:53]=3)=[CH:55][CH:56]=2)[CH2:61][CH2:62][CH2:63]1. The yield is 0.340. (3) The reactants are [ClH:1].C(OC([NH:9][CH2:10][CH2:11][C:12]([NH:14][CH2:15][C:16]1[CH:24]=[CH:23][CH:22]=[C:21]2[C:17]=1[C:18](=[O:34])[N:19]([CH:26]1[CH2:31][CH2:30][C:29](=[O:32])[NH:28][C:27]1=[O:33])[C:20]2=[O:25])=[O:13])=O)(C)(C)C. The catalyst is O1CCOCC1.C(Cl)Cl. The product is [ClH:1].[NH2:9][CH2:10][CH2:11][C:12]([NH:14][CH2:15][C:16]1[CH:24]=[CH:23][CH:22]=[C:21]2[C:17]=1[C:18](=[O:34])[N:19]([CH:26]1[CH2:31][CH2:30][C:29](=[O:32])[NH:28][C:27]1=[O:33])[C:20]2=[O:25])=[O:13]. The yield is 0.790. (4) The reactants are [Cl:1][C:2]1[N:3]=[C:4]([SH:11])[C:5](=[O:10])[N:6]([CH2:8][CH3:9])[CH:7]=1.Cl[CH2:13][C:14]([NH:16][C:17]1[CH:22]=[CH:21][CH:20]=[CH:19][CH:18]=1)=[O:15].C(N(C(C)C)CC)(C)C.O. The catalyst is O1CCCC1. The product is [Cl:1][C:2]1[N:3]=[C:4]([S:11][CH2:13][C:14]([NH:16][C:17]2[CH:22]=[CH:21][CH:20]=[CH:19][CH:18]=2)=[O:15])[C:5](=[O:10])[N:6]([CH2:8][CH3:9])[CH:7]=1. The yield is 0.500. (5) The reactants are [CH3:1][C:2]1([CH3:13])[O:6][C@@H:5]([C@@H:7]2[CH2:11][NH:10][C:9](=[O:12])[CH2:8]2)[CH2:4][O:3]1.C(N(CC)CC)C.[CH3:21][C:22]([O:25][C:26](O[C:26]([O:25][C:22]([CH3:24])([CH3:23])[CH3:21])=[O:27])=[O:27])([CH3:24])[CH3:23]. The catalyst is ClCCl.CN(C)C1C=CN=CC=1. The product is [CH3:1][C:2]1([CH3:13])[O:6][C@@H:5]([C@@H:7]2[CH2:11][N:10]([C:26]([O:25][C:22]([CH3:24])([CH3:23])[CH3:21])=[O:27])[C:9](=[O:12])[CH2:8]2)[CH2:4][O:3]1. The yield is 1.00. (6) The product is [Cl:1][C:2]1[CH:7]=[C:6]([Cl:8])[CH:5]=[CH:4][C:3]=1[S:9][C:10]1[CH:15]=[CH:14][C:13](/[CH:16]=[CH:17]/[C:18]([N:20]2[CH2:25][CH2:24][N:23]([C:26]([C:28]([OH:30])=[O:29])=[O:27])[CH2:22][CH2:21]2)=[O:19])=[CH:12][C:11]=1[N+:33]([O-:35])=[O:34]. The catalyst is C(O)C. The reactants are [Cl:1][C:2]1[CH:7]=[C:6]([Cl:8])[CH:5]=[CH:4][C:3]=1[S:9][C:10]1[CH:15]=[CH:14][C:13](/[CH:16]=[CH:17]/[C:18]([N:20]2[CH2:25][CH2:24][N:23]([C:26]([C:28]([O:30]CC)=[O:29])=[O:27])[CH2:22][CH2:21]2)=[O:19])=[CH:12][C:11]=1[N+:33]([O-:35])=[O:34].[Li+].[OH-].O.Cl. The yield is 0.790.